Dataset: Reaction yield outcomes from USPTO patents with 853,638 reactions. Task: Predict the reaction yield, written as a fraction of the theoretical maximum amount of product (1.0 means a 100% yield; for example, 0.34 means a 34% yield). The reactants are [Cl:1][C:2]1[CH:3]=[C:4]([C:8]2[N:13]=[C:12]([CH2:14][C:15]3[CH:20]=[CH:19][C:18]([CH2:21][C:22](Cl)=[O:23])=[CH:17][CH:16]=3)[CH:11]=[C:10]([CH2:25][CH3:26])[N:9]=2)[CH:5]=[CH:6][CH:7]=1.[CH3:27][NH:28][CH2:29][CH2:30][CH3:31].C(N(C(C)C)CC)(C)C.Cl. The catalyst is ClCCl.O. The product is [Cl:1][C:2]1[CH:3]=[C:4]([C:8]2[N:13]=[C:12]([CH2:14][C:15]3[CH:16]=[CH:17][C:18]([CH2:21][C:22]([N:28]([CH3:27])[CH2:29][CH2:30][CH3:31])=[O:23])=[CH:19][CH:20]=3)[CH:11]=[C:10]([CH2:25][CH3:26])[N:9]=2)[CH:5]=[CH:6][CH:7]=1. The yield is 0.480.